This data is from Forward reaction prediction with 1.9M reactions from USPTO patents (1976-2016). The task is: Predict the product of the given reaction. (1) Given the reactants [F:1][C:2]1[CH:7]=[CH:6][C:5]([C:8](=[O:12])[CH2:9][C:10]#[N:11])=[CH:4][CH:3]=1.[CH3:13][C:14]1[CH:15]=[C:16]([NH2:20])[CH:17]=[CH:18][CH:19]=1, predict the reaction product. The product is: [F:1][C:2]1[CH:3]=[CH:4][C:5]([C:8](=[O:12])[CH2:9][C:10](=[NH:11])[NH:20][C:16]2[CH:17]=[CH:18][CH:19]=[C:14]([CH3:13])[CH:15]=2)=[CH:6][CH:7]=1. (2) Given the reactants [CH3:1][S:2]([C:5]1[CH:10]=[CH:9][C:8]([C:11]([N:13]2[CH2:19][C:18]3[CH:20]=[C:21]([C:24]4[CH:30]=[CH:29][C:27]([NH2:28])=[C:26]([N+:31]([O-])=O)[CH:25]=4)[CH:22]=[CH:23][C:17]=3[O:16][CH2:15][CH2:14]2)=[O:12])=[CH:7][CH:6]=1)(=[O:4])=[O:3], predict the reaction product. The product is: [NH2:31][C:26]1[CH:25]=[C:24]([C:21]2[CH:22]=[CH:23][C:17]3[O:16][CH2:15][CH2:14][N:13]([C:11]([C:8]4[CH:9]=[CH:10][C:5]([S:2]([CH3:1])(=[O:4])=[O:3])=[CH:6][CH:7]=4)=[O:12])[CH2:19][C:18]=3[CH:20]=2)[CH:30]=[CH:29][C:27]=1[NH2:28]. (3) The product is: [CH:26]1([C:24]([CH:20]2[O:21][CH2:22][CH2:23][N:18]([CH2:11][C:12]3[CH:13]=[CH:14][CH:15]=[CH:16][CH:17]=3)[CH2:19]2)=[O:25])[CH2:28][CH2:27]1. Given the reactants CS(C)=O.C(Cl)(=O)C(Cl)=O.[CH2:11]([N:18]1[CH2:23][CH2:22][O:21][CH:20]([CH:24]([CH:26]2[CH2:28][CH2:27]2)[OH:25])[CH2:19]1)[C:12]1[CH:17]=[CH:16][CH:15]=[CH:14][CH:13]=1.C(N(CC)CC)C, predict the reaction product. (4) Given the reactants [NH2:1][CH2:2][C:3]1[CH:19]=[CH:18][C:6]2[S:7][C:8]([C:11]3[CH:16]=[CH:15][N:14]=[C:13]([NH2:17])[N:12]=3)=[C:9]([CH3:10])[C:5]=2[CH:4]=1.[S:20]1[CH:24]=[CH:23][CH:22]=[C:21]1[C:25](O)=[O:26].CN(C(ON1N=NC2C=CC=NC1=2)=[N+](C)C)C.F[P-](F)(F)(F)(F)F, predict the reaction product. The product is: [NH2:17][C:13]1[N:12]=[C:11]([C:8]2[S:7][C:6]3[CH:18]=[CH:19][C:3]([CH2:2][NH:1][C:25]([C:21]4[S:20][CH:24]=[CH:23][CH:22]=4)=[O:26])=[CH:4][C:5]=3[C:9]=2[CH3:10])[CH:16]=[CH:15][N:14]=1. (5) Given the reactants [S:1]1[CH:5]=[CH:4][C:3]([CH:6]([OH:9])[CH2:7][CH3:8])=[CH:2]1.N1C=CC=CC=1.CN(C1C=CC=CN=1)C.C([CH:29]([CH2:33][CH2:34][CH2:35][CH2:36][CH2:37]C)[C:30](Cl)=[O:31])CCC, predict the reaction product. The product is: [S:1]1[CH:5]=[CH:4][C:3]([CH:6]([O:9][C:30](=[O:31])[CH2:29][CH2:33][CH2:34][CH2:35][CH2:36][CH3:37])[CH2:7][CH3:8])=[CH:2]1. (6) Given the reactants Br[C:2]1[C:15]2[C:16]3=[C:17]4[C:12](=[CH:13][CH:14]=2)[CH:11]=[C:10]([C:18]([CH3:21])([CH3:20])[CH3:19])[CH:9]=[C:8]4[CH:7]=[CH:6][C:5]3=[CH:4][CH:3]=1.[CH3:22][C:23]1[CH:28]=[CH:27][C:26](B(O)O)=[CH:25][CH:24]=1.P([O-])([O-])([O-])=O.[K+].[K+].[K+].CN(C)C=O, predict the reaction product. The product is: [C:18]([C:10]1[CH:9]=[C:8]2[C:17]3=[C:16]4[C:5](=[CH:4][CH:3]=[C:2]([C:26]5[CH:27]=[CH:28][C:23]([CH3:22])=[CH:24][CH:25]=5)[C:15]4=[CH:14][CH:13]=[C:12]3[CH:11]=1)[CH:6]=[CH:7]2)([CH3:19])([CH3:21])[CH3:20]. (7) The product is: [CH3:19][O:18][C:13]1[CH:14]=[C:15]2[C:10](=[CH:11][C:12]=1[O:20][CH3:21])[C:9]1=[C:5]([C:3]3[O:32][N:33]=[C:34]([C:35]4[CH:40]=[CH:39][CH:38]=[CH:37][CH:36]=4)[N:41]=3)[C:6]([C:23]3[CH:24]=[C:25]([CH3:31])[C:26]([OH:30])=[C:27]([CH3:29])[CH:28]=3)=[C:7]([CH3:22])[N:8]1[CH2:17][CH2:16]2. Given the reactants CO[C:3]([C:5]1[C:6]([C:23]2[CH:28]=[C:27]([CH3:29])[C:26]([OH:30])=[C:25]([CH3:31])[CH:24]=2)=[C:7]([CH3:22])[N:8]2[CH2:17][CH2:16][C:15]3[C:10](=[CH:11][C:12]([O:20][CH3:21])=[C:13]([O:18][CH3:19])[CH:14]=3)[C:9]=12)=O.[OH:32][NH:33][C:34](=[NH:41])[C:35]1[CH:40]=[CH:39][CH:38]=[CH:37][CH:36]=1, predict the reaction product. (8) Given the reactants [C:1]([C:3]1[N:4]=[CH:5][N:6]2[C:15]=1[C@@H:14]([CH2:16][CH3:17])[N:13]([CH:18]1[CH2:22][CH2:21][CH2:20][CH2:19]1)[C:12]1[N:11]=[C:10]([NH:23][C:24]3[C:32]([O:33][CH3:34])=[CH:31][C:27]([C:28]([OH:30])=O)=[C:26]([F:35])[CH:25]=3)[N:9]=[CH:8][C:7]2=1)#[N:2].Cl.[CH:37]1([CH2:40][N:41]2[CH2:46][CH2:45][CH:44]([N:47]3[CH2:52][CH2:51][CH:50]([NH2:53])[CH2:49][CH2:48]3)[CH2:43][CH2:42]2)[CH2:39][CH2:38]1, predict the reaction product. The product is: [C:1]([C:3]1[N:4]=[CH:5][N:6]2[C:15]=1[C@@H:14]([CH2:16][CH3:17])[N:13]([CH:18]1[CH2:22][CH2:21][CH2:20][CH2:19]1)[C:12]1[N:11]=[C:10]([NH:23][C:24]3[C:32]([O:33][CH3:34])=[CH:31][C:27]([C:28]([NH:53][CH:50]4[CH2:49][CH2:48][N:47]([CH:44]5[CH2:45][CH2:46][N:41]([CH2:40][CH:37]6[CH2:38][CH2:39]6)[CH2:42][CH2:43]5)[CH2:52][CH2:51]4)=[O:30])=[C:26]([F:35])[CH:25]=3)[N:9]=[CH:8][C:7]2=1)#[N:2]. (9) Given the reactants [C:1]([O:5][C:6]([N:8]([CH3:13])[CH2:9][C:10]([OH:12])=O)=[O:7])([CH3:4])([CH3:3])[CH3:2].C1N=CN(C(N2C=NC=C2)=O)C=1.[Br-:26].[Br-:26].[NH2:28][CH2:29][CH2:30][CH2:31][P+:32]([C:45]1[CH:50]=[CH:49][CH:48]=[CH:47][CH:46]=1)([C:39]1[CH:44]=[CH:43][CH:42]=[CH:41][CH:40]=1)[C:33]1[CH:38]=[CH:37][CH:36]=[CH:35][CH:34]=1.[NH2:28][CH2:29][CH2:30][CH2:31][P+:32]([C:45]1[CH:50]=[CH:49][CH:48]=[CH:47][CH:46]=1)([C:33]1[CH:34]=[CH:35][CH:36]=[CH:37][CH:38]=1)[C:39]1[CH:44]=[CH:43][CH:42]=[CH:41][CH:40]=1, predict the reaction product. The product is: [C:1]([O:5][C:6]([N:8]([CH3:13])[CH2:9][C:10]([NH:28][CH2:29][CH2:30][CH2:31][P+:32]([C:45]1[CH:50]=[CH:49][CH:48]=[CH:47][CH:46]=1)([C:33]1[CH:34]=[CH:35][CH:36]=[CH:37][CH:38]=1)[C:39]1[CH:44]=[CH:43][CH:42]=[CH:41][CH:40]=1)=[O:12])=[O:7])([CH3:2])([CH3:3])[CH3:4].[Br-:26].